Dataset: Full USPTO retrosynthesis dataset with 1.9M reactions from patents (1976-2016). Task: Predict the reactants needed to synthesize the given product. (1) The reactants are: [F:1][C:2]1[CH:7]=[CH:6][C:5]([SH:8])=[CH:4][CH:3]=1.[H-].[Na+].CS([C:14]1[N:15]([C:25]2[CH:30]=[CH:29][C:28]([O:31][CH2:32][C:33]([F:36])([F:35])[F:34])=[CH:27][CH:26]=2)[C:16](=[O:24])[C:17]2[CH2:22][C:21](=[O:23])[NH:20][C:18]=2[N:19]=1)=O.C(O)(=O)CC(CC(O)=O)(C(O)=O)O. Given the product [F:1][C:2]1[CH:7]=[CH:6][C:5]([S:8][C:14]2[N:15]([C:25]3[CH:26]=[CH:27][C:28]([O:31][CH2:32][C:33]([F:35])([F:34])[F:36])=[CH:29][CH:30]=3)[C:16](=[O:24])[C:17]3[CH2:22][C:21](=[O:23])[NH:20][C:18]=3[N:19]=2)=[CH:4][CH:3]=1, predict the reactants needed to synthesize it. (2) Given the product [ClH:29].[NH:10]1[CH2:11][CH2:12][CH:7]([N:6]2[C:5]3[CH:20]=[C:21]([O:24][C:25]([F:27])([F:26])[F:28])[CH:22]=[CH:23][C:4]=3[NH:3][C:2]2=[O:1])[CH2:8][CH2:9]1, predict the reactants needed to synthesize it. The reactants are: [O:1]=[C:2]1[N:6]([CH:7]2[CH2:12][CH2:11][N:10](C(OC(C)(C)C)=O)[CH2:9][CH2:8]2)[C:5]2[CH:20]=[C:21]([O:24][C:25]([F:28])([F:27])[F:26])[CH:22]=[CH:23][C:4]=2[NH:3]1.[ClH:29].